From a dataset of Forward reaction prediction with 1.9M reactions from USPTO patents (1976-2016). Predict the product of the given reaction. (1) The product is: [Br:17][C:18]1[CH:28]=[CH:27][C:26]([F:29])=[CH:25][C:19]=1[O:20][CH:21]1[CH2:24][N:23]([C:5]2[N:10]=[CH:9][C:8]([C:11]([O:13][CH2:14][CH3:15])=[O:12])=[CH:7][N:6]=2)[CH2:22]1. Given the reactants CS([C:5]1[N:10]=[CH:9][C:8]([C:11]([O:13][CH2:14][CH3:15])=[O:12])=[CH:7][N:6]=1)(=O)=O.Cl.[Br:17][C:18]1[CH:28]=[CH:27][C:26]([F:29])=[CH:25][C:19]=1[O:20][CH:21]1[CH2:24][NH:23][CH2:22]1.C(=O)([O-])[O-].[K+].[K+], predict the reaction product. (2) Given the reactants O1CCO[CH:2]1[CH2:6][CH2:7][CH2:8][N:9]1[CH2:14][CH2:13][CH:12]([C:15]2[CH:16]=[C:17]([NH:21][C:22](=[O:26])[CH:23]([CH3:25])[CH3:24])[CH:18]=[CH:19][CH:20]=2)[CH2:11][CH2:10]1.Cl.[CH3:28][O:29][C:30]1[CH:35]=[CH:34][C:33]([NH:36]N)=[CH:32][CH:31]=1, predict the reaction product. The product is: [CH3:28][O:29][C:30]1[CH:31]=[C:32]2[C:33](=[CH:34][CH:35]=1)[NH:36][CH:2]=[C:6]2[CH2:7][CH2:8][N:9]1[CH2:10][CH2:11][CH:12]([C:15]2[CH:16]=[C:17]([NH:21][C:22](=[O:26])[CH:23]([CH3:24])[CH3:25])[CH:18]=[CH:19][CH:20]=2)[CH2:13][CH2:14]1. (3) Given the reactants [N+:1]([C:4]1[CH:5]=[CH:6][C:7]([O:10][CH2:11][CH2:12][N:13]2[C:17]([NH:18][C:19]([C:32]3[CH:37]=[CH:36][CH:35]=[CH:34][CH:33]=3)([C:26]3[CH:31]=[CH:30][CH:29]=[CH:28][CH:27]=3)[C:20]3[CH:25]=[CH:24][CH:23]=[CH:22][CH:21]=3)=[CH:16][CH:15]=[N:14]2)=[N:8][CH:9]=1)([O-])=O.[H][H].C(Cl)(Cl)Cl, predict the reaction product. The product is: [C:19]([NH:18][C:17]1[N:13]([CH2:12][CH2:11][O:10][C:7]2[N:8]=[CH:9][C:4]([NH2:1])=[CH:5][CH:6]=2)[N:14]=[CH:15][CH:16]=1)([C:32]1[CH:37]=[CH:36][CH:35]=[CH:34][CH:33]=1)([C:20]1[CH:21]=[CH:22][CH:23]=[CH:24][CH:25]=1)[C:26]1[CH:27]=[CH:28][CH:29]=[CH:30][CH:31]=1. (4) Given the reactants [Cl:1][C:2]1[CH:7]=[CH:6][C:5](/[CH:8]=[CH:9]/[C:10]([OH:12])=O)=[C:4]([CH2:13][N:14]2[N:18]=[N:17][C:16]([CH3:19])=[N:15]2)[CH:3]=1.[F:20][C:21]([F:36])([F:35])[C:22]1[CH:23]=[N:24][N:25]([CH2:27][C:28]2([OH:34])[CH2:33][CH2:32][NH:31][CH2:30][CH2:29]2)[CH:26]=1.CCN(C(C)C)C(C)C.C(P1(=O)OP(CCC)(=O)OP(CCC)(=O)O1)CC, predict the reaction product. The product is: [Cl:1][C:2]1[CH:7]=[CH:6][C:5](/[CH:8]=[CH:9]/[C:10]([N:31]2[CH2:32][CH2:33][C:28]([OH:34])([CH2:27][N:25]3[CH:26]=[C:22]([C:21]([F:35])([F:36])[F:20])[CH:23]=[N:24]3)[CH2:29][CH2:30]2)=[O:12])=[C:4]([CH2:13][N:14]2[N:18]=[N:17][C:16]([CH3:19])=[N:15]2)[CH:3]=1.